Predict the reactants needed to synthesize the given product. From a dataset of Full USPTO retrosynthesis dataset with 1.9M reactions from patents (1976-2016). (1) Given the product [F:2][C:3]1[CH:8]=[CH:7][C:6]([C:9]2([OH:14])[CH2:13][CH2:12][N:11]([C:59]([C:58]3[C:54]([C:51]4[CH:52]=[CH:53][C:48]([CH3:47])=[CH:49][CH:50]=4)=[N:55][O:56][CH:57]=3)=[O:60])[CH2:10]2)=[CH:5][C:4]=1[CH3:15], predict the reactants needed to synthesize it. The reactants are: Cl.[F:2][C:3]1[CH:8]=[CH:7][C:6]([C:9]2([OH:14])[CH2:13][CH2:12][NH:11][CH2:10]2)=[CH:5][C:4]=1[CH3:15].CN(C(ON1N=NC2C=CC=CC1=2)=[N+](C)C)C.[B-](F)(F)(F)F.C(N(C(C)C)C(C)C)C.[CH3:47][C:48]1[CH:53]=[CH:52][C:51]([C:54]2[C:58]([C:59](O)=[O:60])=[CH:57][O:56][N:55]=2)=[CH:50][CH:49]=1. (2) Given the product [C:21]([CH2:20][N:8]1[C:9]2[CH2:10][C:2]([F:1])([F:16])[CH2:3][CH2:4][C:5]=2[CH:6]=[C:7]1[C:11]([O:13][CH2:14][CH3:15])=[O:12])#[N:22], predict the reactants needed to synthesize it. The reactants are: [F:1][C:2]1([F:16])[CH2:10][C:9]2[NH:8][C:7]([C:11]([O:13][CH2:14][CH3:15])=[O:12])=[CH:6][C:5]=2[CH2:4][CH2:3]1.[H-].[Na+].Br[CH2:20][C:21]#[N:22]. (3) Given the product [O:3]1[C:7]2[CH:8]=[CH:9][CH:10]=[C:11]([CH:12]3[CH2:17][CH2:16][N:15]([CH2:18][CH2:19][C@H:20]4[CH2:21][CH2:22][C@H:23]([NH:26][C:27](=[O:34])[C:28]5[CH:33]=[CH:32][CH:31]=[CH:30][CH:29]=5)[CH2:24][CH2:25]4)[CH2:14][CH2:13]3)[C:6]=2[CH2:5][CH2:4]1, predict the reactants needed to synthesize it. The reactants are: Cl.Cl.[O:3]1[C:7]2[CH:8]=[CH:9][CH:10]=[C:11]([CH:12]3[CH2:17][CH2:16][N:15]([CH2:18][CH2:19][C@H:20]4[CH2:25][CH2:24][C@H:23]([NH2:26])[CH2:22][CH2:21]4)[CH2:14][CH2:13]3)[C:6]=2[CH2:5][CH2:4]1.[C:27](O)(=[O:34])[C:28]1[CH:33]=[CH:32][CH:31]=[CH:30][CH:29]=1. (4) The reactants are: C1C=CC2N(O)N=NC=2C=1.CCN(C(C)C)C(C)C.[F:20][C:21]1[CH:22]=[C:23]([CH:27]=[C:28]([F:31])[C:29]=1[F:30])[C:24]([OH:26])=O.CCN=C=NCCCN(C)C.Cl.Cl.[C:45]1([C:63]2[CH:68]=[CH:67][CH:66]=[CH:65][CH:64]=2)[CH:50]=[CH:49][C:48]([NH:51][C:52](=[O:62])[CH2:53][C:54](=[O:61])[N:55]2[CH2:60][CH2:59][NH:58][CH2:57][CH2:56]2)=[CH:47][CH:46]=1. Given the product [C:45]1([C:63]2[CH:68]=[CH:67][CH:66]=[CH:65][CH:64]=2)[CH:46]=[CH:47][C:48]([NH:51][C:52](=[O:62])[CH2:53][C:54](=[O:61])[N:55]2[CH2:56][CH2:57][N:58]([C:24](=[O:26])[C:23]3[CH:27]=[C:28]([F:31])[C:29]([F:30])=[C:21]([F:20])[CH:22]=3)[CH2:59][CH2:60]2)=[CH:49][CH:50]=1, predict the reactants needed to synthesize it. (5) The reactants are: [CH2:1]([O:8][C:9]1[CH:10]=[C:11]2[C:15](=[CH:16][CH:17]=1)[NH:14][C:13]([C:18]([O:20][CH2:21][CH3:22])=[O:19])=[C:12]2[Br:23])[C:2]1[CH:7]=[CH:6][CH:5]=[CH:4][CH:3]=1.Br[CH2:25][CH2:26][CH2:27][O:28][C:29]1[C:38]2[C:33](=[CH:34][CH:35]=[CH:36][CH:37]=2)[CH:32]=[CH:31][CH:30]=1.C([O-])([O-])=O.[Cs+].[Cs+]. Given the product [CH2:1]([O:8][C:9]1[CH:10]=[C:11]2[C:15](=[CH:16][CH:17]=1)[N:14]([CH2:25][CH2:26][CH2:27][O:28][C:29]1[C:38]3[C:33](=[CH:34][CH:35]=[CH:36][CH:37]=3)[CH:32]=[CH:31][CH:30]=1)[C:13]([C:18]([O:20][CH2:21][CH3:22])=[O:19])=[C:12]2[Br:23])[C:2]1[CH:3]=[CH:4][CH:5]=[CH:6][CH:7]=1, predict the reactants needed to synthesize it. (6) The reactants are: COC(=O)CO[C:6]1[CH:14]=[CH:13][CH:12]=[C:11]2[C:7]=1[CH:8]=[CH:9][N:10]2[CH2:15][C:16]1[S:20][C:19]([C:21]2[CH:26]=[CH:25][C:24]([C:27]([F:30])([F:29])[F:28])=[CH:23][CH:22]=2)=[N:18][C:17]=1[CH3:31].[CH3:33][O:34][C:35](=[O:47])[CH2:36][O:37]C1C=C2C(=CC=1)NC=C2. Given the product [CH3:33][O:34][C:35](=[O:47])[CH2:36][O:37][C:14]1[CH:6]=[C:7]2[C:11](=[CH:12][CH:13]=1)[N:10]([CH2:15][C:16]1[S:20][C:19]([C:21]3[CH:26]=[CH:25][C:24]([C:27]([F:29])([F:28])[F:30])=[CH:23][CH:22]=3)=[N:18][C:17]=1[CH3:31])[CH:9]=[CH:8]2, predict the reactants needed to synthesize it.